From a dataset of Forward reaction prediction with 1.9M reactions from USPTO patents (1976-2016). Predict the product of the given reaction. Given the reactants Cl[C:2]1[C:11]2[C:6](=[CH:7][CH:8]=[C:9]([C:12]#[N:13])[CH:10]=2)[N:5]=[CH:4][N:3]=1.[CH2:14]([NH2:21])[C:15]1[CH:20]=[CH:19][CH:18]=[CH:17][CH:16]=1.C(N(CC)CC)C.C([O-])(O)=O.[Na+], predict the reaction product. The product is: [CH2:14]([NH:21][C:2]1[C:11]2[C:6](=[CH:7][CH:8]=[C:9]([C:12]#[N:13])[CH:10]=2)[N:5]=[CH:4][N:3]=1)[C:15]1[CH:20]=[CH:19][CH:18]=[CH:17][CH:16]=1.